This data is from Catalyst prediction with 721,799 reactions and 888 catalyst types from USPTO. The task is: Predict which catalyst facilitates the given reaction. Reactant: [Cl:1][C:2]1[C:3]([F:31])=[C:4]([CH:8]2[C:12]([C:15]3[CH:20]=[CH:19][C:18]([Cl:21])=[CH:17][C:16]=3[F:22])([C:13]#[N:14])[CH:11]([CH2:23][C:24]([CH3:27])([CH3:26])[CH3:25])[NH:10][CH:9]2[C:28]([OH:30])=O)[CH:5]=[CH:6][CH:7]=1.[CH3:32]N(C(ON1N=NC2C=CC=NC1=2)=[N+](C)C)C.F[P-](F)(F)(F)(F)F.CCN(C(C)C)C(C)C.[NH2:65][C:66]1[C:74]([Br:75])=[CH:73][C:69]([C:70]([OH:72])=[O:71])=[C:68]([O:76][CH3:77])[CH:67]=1. Product: [CH3:32][O:71][C:70](=[O:72])[C:69]1[CH:73]=[C:74]([Br:75])[C:66]([NH:65][C:28]([C@H:9]2[C@H:8]([C:4]3[CH:5]=[CH:6][CH:7]=[C:2]([Cl:1])[C:3]=3[F:31])[C@:12]([C:15]3[CH:20]=[CH:19][C:18]([Cl:21])=[CH:17][C:16]=3[F:22])([C:13]#[N:14])[C@H:11]([CH2:23][C:24]([CH3:27])([CH3:25])[CH3:26])[NH:10]2)=[O:30])=[CH:67][C:68]=1[O:76][CH3:77]. The catalyst class is: 2.